This data is from Forward reaction prediction with 1.9M reactions from USPTO patents (1976-2016). The task is: Predict the product of the given reaction. (1) Given the reactants [Cl:1][C:2]1[CH:7]=[CH:6][C:5]([N:8]2[C:16]([NH:17][CH:18]3[CH2:23][CH2:22][CH2:21][CH2:20][CH2:19]3)=[C:15]3[C:10]([CH:11]=[CH:12][CH:13]=[CH:14]3)=[N:9]2)=[CH:4][CH:3]=1.[C:24]([O:28][C:29](=[O:42])[CH2:30][CH2:31][C:32]1[CH:37]=[CH:36][C:35]([N:38]=[C:39]=[O:40])=[C:34]([F:41])[CH:33]=1)([CH3:27])([CH3:26])[CH3:25].CCN(CC)CC, predict the reaction product. The product is: [C:24]([O:28][C:29](=[O:42])[CH2:30][CH2:31][C:32]1[CH:37]=[CH:36][C:35]([NH:38][C:39]([N:17]([C:16]2[N:8]([C:5]3[CH:6]=[CH:7][C:2]([Cl:1])=[CH:3][CH:4]=3)[N:9]=[C:10]3[C:15]=2[CH:14]=[CH:13][CH:12]=[CH:11]3)[CH:18]2[CH2:23][CH2:22][CH2:21][CH2:20][CH2:19]2)=[O:40])=[C:34]([F:41])[CH:33]=1)([CH3:27])([CH3:25])[CH3:26]. (2) Given the reactants [CH:1]([N:14]1[CH2:17][CH:16]([CH2:18][O:19][C:20]2[C:28]([CH:29]3[CH2:31][CH2:30]3)=[CH:27][C:23]([C:24](O)=[O:25])=[C:22]([F:32])[CH:21]=2)[CH2:15]1)([C:8]1[CH:13]=[CH:12][CH:11]=[CH:10][CH:9]=1)[C:2]1[CH:7]=[CH:6][CH:5]=[CH:4][CH:3]=1.[CH3:33][NH:34][S:35]([NH2:38])(=[O:37])=[O:36], predict the reaction product. The product is: [CH:1]([N:14]1[CH2:17][CH:16]([CH2:18][O:19][C:20]2[C:28]([CH:29]3[CH2:31][CH2:30]3)=[CH:27][C:23]([C:24]([NH:38][S:35](=[O:37])(=[O:36])[NH:34][CH3:33])=[O:25])=[C:22]([F:32])[CH:21]=2)[CH2:15]1)([C:8]1[CH:13]=[CH:12][CH:11]=[CH:10][CH:9]=1)[C:2]1[CH:7]=[CH:6][CH:5]=[CH:4][CH:3]=1. (3) Given the reactants [Br-].C([P+](CCCC)(CCCC)[CH:7]1[C:11]2[CH2:12][CH2:13][CH2:14][CH2:15][C:10]=2[C:9](=[O:16])[O:8]1)CCC.[CH3:25][O:26][C:27](=[O:36])[C:28]1[CH:33]=[CH:32][CH:31]=[C:30]([CH:34]=O)[CH:29]=1.C(N(CC)CC)C, predict the reaction product. The product is: [O:16]=[C:9]1[C:10]2[CH2:15][CH2:14][CH2:13][CH2:12][C:11]=2[C:7](=[CH:34][C:30]2[CH:29]=[C:28]([CH:33]=[CH:32][CH:31]=2)[C:27]([O:26][CH3:25])=[O:36])[O:8]1. (4) Given the reactants C(O)C.[Br:4][C:5]1[N:6]=[C:7]([S:15][CH3:16])[C:8]2[N:9]([C:11](I)=[CH:12][N:13]=2)[CH:10]=1.[CH:17]1([NH:20][C:21]([C:23]2[CH:28]=[CH:27][C:26](B3OC(C)(C)C(C)(C)O3)=[CH:25][CH:24]=2)=[O:22])[CH2:19][CH2:18]1.C(=O)([O-])O.[Na+], predict the reaction product. The product is: [Br:4][C:5]1[N:6]=[C:7]([S:15][CH3:16])[C:8]2[N:9]([C:11]([C:26]3[CH:27]=[CH:28][C:23]([C:21]([NH:20][CH:17]4[CH2:18][CH2:19]4)=[O:22])=[CH:24][CH:25]=3)=[CH:12][N:13]=2)[CH:10]=1.